From a dataset of Catalyst prediction with 721,799 reactions and 888 catalyst types from USPTO. Predict which catalyst facilitates the given reaction. (1) Reactant: [Cl:1][C:2]1[N:3]=[N:4][C:5](Cl)=[CH:6][C:7]=1[C:8]1[CH:13]=[CH:12][CH:11]=[CH:10][CH:9]=1.C(N(C(C)C)CC)(C)C.[NH:24]1[CH2:29][CH2:28][O:27][CH2:26][CH2:25]1. Product: [Cl:1][C:2]1[N:3]=[N:4][C:5]([N:24]2[CH2:29][CH2:28][O:27][CH2:26][CH2:25]2)=[CH:6][C:7]=1[C:8]1[CH:13]=[CH:12][CH:11]=[CH:10][CH:9]=1. The catalyst class is: 12. (2) Reactant: [Li][CH2:2]CCC.C(NC(C)C)(C)C.[Br:13][C:14]1[CH:22]=[CH:21][C:17]([C:18]([OH:20])=[O:19])=[CH:16][C:15]=1[F:23]. Product: [Br:13][C:14]1[CH:22]=[CH:21][C:17]2[C:18](=[O:20])[O:19][CH2:2][C:16]=2[C:15]=1[F:23]. The catalyst class is: 49. (3) Reactant: Br[C:2]1[CH:3]=[CH:4][CH:5]=[C:6]2[C:11]=1[CH2:10][N:9]([C:12]([O:14][C:15]([CH3:18])([CH3:17])[CH3:16])=[O:13])[CH2:8][CH2:7]2.[Na+].[I-:20].N#N.O. Product: [I:20][C:2]1[CH:3]=[CH:4][CH:5]=[C:6]2[C:11]=1[CH2:10][N:9]([C:12]([O:14][C:15]([CH3:18])([CH3:17])[CH3:16])=[O:13])[CH2:8][CH2:7]2. The catalyst class is: 185.